Dataset: Full USPTO retrosynthesis dataset with 1.9M reactions from patents (1976-2016). Task: Predict the reactants needed to synthesize the given product. (1) Given the product [CH2:1]([O:3][C:4]([C:6]1[NH:7][N:8]=[C:9]([C:11]2[S:15][C:14]([C:16]3[CH:21]=[CH:20][CH:19]=[CH:18][CH:17]=3)=[N:13][CH:12]=2)[C:10]=1[Br:22])=[O:5])[CH3:2], predict the reactants needed to synthesize it. The reactants are: [CH2:1]([O:3][C:4]([C:6]1[NH:7][N:8]=[C:9]([C:11]2[S:15][C:14]([C:16]3[CH:21]=[CH:20][CH:19]=[CH:18][CH:17]=3)=[N:13][CH:12]=2)[CH:10]=1)=[O:5])[CH3:2].[Br:22]NC(=O)CCC(N)=O. (2) Given the product [CH2:49]([O:56][C:57]([C@@H:59]1[CH2:63][C@H:62]([NH:64][C:65]([O:67][CH2:68][CH:69]2[C:81]3[CH:80]=[CH:79][CH:78]=[CH:77][C:76]=3[C:75]3[C:70]2=[CH:71][CH:72]=[CH:73][CH:74]=3)=[O:66])[CH2:61][N:60]1[C:82](=[O:91])[C@@H:83]([NH:90][C:4](=[O:6])[C@@H:2]([N:1]([C:8]([O:10][C:11]([CH3:14])([CH3:13])[CH3:12])=[O:9])[CH3:7])[CH3:3])[CH:84]1[CH2:89][CH2:88][CH2:87][CH2:86][CH2:85]1)=[O:58])[C:50]1[CH:51]=[CH:52][CH:53]=[CH:54][CH:55]=1, predict the reactants needed to synthesize it. The reactants are: [N:1]([C:8]([O:10][C:11]([CH3:14])([CH3:13])[CH3:12])=[O:9])([CH3:7])[C@H:2]([C:4]([OH:6])=O)[CH3:3].CCN(C(C)C)C(C)C.CN(C(ON1N=NC2C=CC=NC1=2)=[N+](C)C)C.F[P-](F)(F)(F)(F)F.Cl.[CH2:49]([O:56][C:57]([C@@H:59]1[CH2:63][C@H:62]([NH:64][C:65]([O:67][CH2:68][CH:69]2[C:81]3[CH:80]=[CH:79][CH:78]=[CH:77][C:76]=3[C:75]3[C:70]2=[CH:71][CH:72]=[CH:73][CH:74]=3)=[O:66])[CH2:61][N:60]1[C:82](=[O:91])[C@@H:83]([NH2:90])[CH:84]1[CH2:89][CH2:88][CH2:87][CH2:86][CH2:85]1)=[O:58])[C:50]1[CH:55]=[CH:54][CH:53]=[CH:52][CH:51]=1.